Dataset: Catalyst prediction with 721,799 reactions and 888 catalyst types from USPTO. Task: Predict which catalyst facilitates the given reaction. (1) Reactant: [F:1][C:2]1[C:7]([C:8]2[CH:9]=[N:10][C:11]([N:14]3[CH2:19][CH2:18][O:17][CH2:16][CH2:15]3)=[N:12][CH:13]=2)=[CH:6][CH:5]=[CH:4][C:3]=1[CH2:20]O.[C:22]1(=[O:32])[C:30]2[C:25](=[CH:26][CH:27]=[CH:28][CH:29]=2)[C:24](=[O:31])[NH:23]1.C1(P(C2C=CC=CC=2)C2C=CC=CC=2)C=CC=CC=1.N(C(OCC)=O)=NC(OCC)=O. Product: [F:1][C:2]1[C:7]([C:8]2[CH:9]=[N:10][C:11]([N:14]3[CH2:19][CH2:18][O:17][CH2:16][CH2:15]3)=[N:12][CH:13]=2)=[CH:6][CH:5]=[CH:4][C:3]=1[CH2:20][N:23]1[C:24](=[O:31])[C:25]2[C:30](=[CH:29][CH:28]=[CH:27][CH:26]=2)[C:22]1=[O:32]. The catalyst class is: 1. (2) Reactant: [Na].[C:2]([O:10][CH2:11][CH3:12])(=[O:9])[CH2:3][C:4]([O:6]CC)=O.[CH3:13][S:14][CH:15]([CH3:22])[CH2:16]/[CH:17]=[CH:18]/[C:19](=[O:21])[CH3:20]. Product: [CH3:13][S:14][CH:15]([CH3:22])[CH2:16][CH:17]1[CH2:18][C:19](=[O:21])[CH2:20][C:4](=[O:6])[CH:3]1[C:2]([O:10][CH2:11][CH3:12])=[O:9]. The catalyst class is: 8. (3) Reactant: Br[C:2]1[S:6][C:5]([C:7](Cl)=[O:8])=[CH:4][CH:3]=1.[NH2:10][C:11]1[CH:16]=[CH:15][CH:14]=[CH:13][CH:12]=1.[N:17]1[CH:22]=[CH:21][C:20](B(O)O)=[CH:19][CH:18]=1. Product: [C:11]1([NH:10][C:7]([C:5]2[S:6][C:2]([C:20]3[CH:21]=[CH:22][N:17]=[CH:18][CH:19]=3)=[CH:3][CH:4]=2)=[O:8])[CH:16]=[CH:15][CH:14]=[CH:13][CH:12]=1. The catalyst class is: 45. (4) The catalyst class is: 67. Reactant: C(O)(C(F)(F)F)=O.C([SiH](CC)CC)C.[CH2:15]([S:22][CH2:23][C@@H:24]1[CH2:28][C@@H:27]([S:29]CC2C=CC(OC)=CC=2)[CH2:26][N:25]1[S:39]([CH3:42])(=[O:41])=[O:40])[C:16]1[CH:21]=[CH:20][CH:19]=[CH:18][CH:17]=1.C([SiH](CC)CC)C. Product: [CH2:15]([S:22][CH2:23][C@H:24]1[N:25]([S:39]([CH3:42])(=[O:41])=[O:40])[CH2:26][C@H:27]([SH:29])[CH2:28]1)[C:16]1[CH:17]=[CH:18][CH:19]=[CH:20][CH:21]=1. (5) Reactant: Cl[C:2]1[N:7]=[C:6]([N:8]2[CH2:12][CH2:11][C:10]([CH:15]3[CH2:18][N:17]([C:19]([O:21][C:22]([CH3:25])([CH3:24])[CH3:23])=[O:20])[CH2:16]3)([C:13]#[N:14])[C:9]2=[O:26])[CH:5]=[CH:4][N:3]=1.[O:27]1[CH2:32][CH2:31][N:30]([C:33]2[CH:39]=[CH:38][C:36]([NH2:37])=[CH:35][CH:34]=2)[CH2:29][CH2:28]1.C(O)(=O)C. Product: [C:13]([C:10]1([CH:15]2[CH2:18][N:17]([C:19]([O:21][C:22]([CH3:25])([CH3:24])[CH3:23])=[O:20])[CH2:16]2)[CH2:11][CH2:12][N:8]([C:6]2[CH:5]=[CH:4][N:3]=[C:2]([NH:37][C:36]3[CH:35]=[CH:34][C:33]([N:30]4[CH2:31][CH2:32][O:27][CH2:28][CH2:29]4)=[CH:39][CH:38]=3)[N:7]=2)[C:9]1=[O:26])#[N:14]. The catalyst class is: 51. (6) The catalyst class is: 7. Product: [CH2:41]([O:40][C:38]([N:18]1[CH2:19][CH2:20][C:15]2[NH:14][C:13]([C:11]3[S:12][C:8]4[C:7]([N:22]5[CH2:23][CH2:24][O:25][CH2:26][CH2:27]5)=[CH:6][CH:5]=[C:4]([O:3][CH3:2])[C:9]=4[N:10]=3)=[N:21][C:16]=2[CH2:17]1)=[O:39])[CH3:42]. Reactant: Cl.[CH3:2][O:3][C:4]1[C:9]2[N:10]=[C:11]([C:13]3[NH:14][C:15]4[CH2:20][CH2:19][NH:18][CH2:17][C:16]=4[N:21]=3)[S:12][C:8]=2[C:7]([N:22]2[CH2:27][CH2:26][O:25][CH2:24][CH2:23]2)=[CH:6][CH:5]=1.C(N(C(C)C)C(C)C)C.Cl[C:38]([O:40][CH2:41][CH3:42])=[O:39].C(N)C1C=CC=CC=1. (7) Reactant: F[C:2]1[C:7]([CH3:8])=[C:6]([CH3:9])[CH:5]=[CH:4][C:3]=1[N+:10]([O-:12])=[O:11].[CH2:13]([NH2:16])[CH2:14][CH3:15]. Product: [CH3:8][C:7]1[C:6]([CH3:9])=[CH:5][CH:4]=[C:3]([N+:10]([O-:12])=[O:11])[C:2]=1[NH:16][CH2:13][CH2:14][CH3:15]. The catalyst class is: 88. (8) Reactant: [CH3:1][O:2][C:3]1[CH:69]=[C:68]([O:70][CH3:71])[CH:67]=[C:66]([O:72][CH3:73])[C:4]=1/[CH:5]=[CH:6]/[CH:7]([S:28]([CH:31](/[CH:52]=[CH:53]/[C:54]1[C:59]([O:60][CH3:61])=[CH:58][C:57]([O:62][CH3:63])=[CH:56][C:55]=1[O:64][CH3:65])[C:32]1[CH:37]=[CH:36][C:35]([O:38][CH3:39])=[C:34]([NH:40][C:41](=[O:51])[C:42]2[CH:47]=[CH:46][C:45]([N+:48]([O-])=O)=[CH:44][CH:43]=2)[CH:33]=1)(=[O:30])=[O:29])[C:8]1[CH:13]=[CH:12][C:11]([O:14][CH3:15])=[C:10]([NH:16][C:17](=[O:27])[C:18]2[CH:23]=[CH:22][C:21]([N+:24]([O-])=O)=[CH:20][CH:19]=2)[CH:9]=1.S(S([O-])=O)([O-])=O.[Na+].[Na+].O. Product: [CH3:73][O:72][C:66]1[CH:67]=[C:68]([O:70][CH3:71])[CH:69]=[C:3]([O:2][CH3:1])[C:4]=1/[CH:5]=[CH:6]/[CH:7]([S:28]([CH:31](/[CH:52]=[CH:53]/[C:54]1[C:59]([O:60][CH3:61])=[CH:58][C:57]([O:62][CH3:63])=[CH:56][C:55]=1[O:64][CH3:65])[C:32]1[CH:37]=[CH:36][C:35]([O:38][CH3:39])=[C:34]([NH:40][C:41](=[O:51])[C:42]2[CH:43]=[CH:44][C:45]([NH2:48])=[CH:46][CH:47]=2)[CH:33]=1)(=[O:29])=[O:30])[C:8]1[CH:13]=[CH:12][C:11]([O:14][CH3:15])=[C:10]([NH:16][C:17](=[O:27])[C:18]2[CH:19]=[CH:20][C:21]([NH2:24])=[CH:22][CH:23]=2)[CH:9]=1. The catalyst class is: 283. (9) Reactant: OCCC[C@@:5]1([C:29]2[CH:34]=[CH:33][CH:32]=[CH:31][CH:30]=2)[O:10][C:9](=[O:11])[N:8]([C@H](C2C=CC(B3OC(C)(C)C(C)(C)O3)=CC=2)C)[CH2:7][CH2:6]1.BrC1C=CN(C)C(=O)C=1.C([O-])([O-])=O.[Cs+].[Cs+]. Product: [C:29]1([CH:5]2[O:10][C:9](=[O:11])[NH:8][CH2:7][CH2:6]2)[CH:30]=[CH:31][CH:32]=[CH:33][CH:34]=1. The catalyst class is: 184. (10) Reactant: [CH3:1][O:2][C:3](=[O:14])[CH2:4][C:5]1[CH:10]=[CH:9][C:8]([O:11][CH3:12])=[CH:7][C:6]=1[F:13].[Li+].[CH3:16]C([N-]C(C)C)C.CI.[NH4+].[Cl-]. Product: [CH3:1][O:2][C:3](=[O:14])[CH:4]([C:5]1[CH:10]=[CH:9][C:8]([O:11][CH3:12])=[CH:7][C:6]=1[F:13])[CH3:16]. The catalyst class is: 49.